This data is from Forward reaction prediction with 1.9M reactions from USPTO patents (1976-2016). The task is: Predict the product of the given reaction. (1) Given the reactants [C:1]([O:5][C:6](=[O:18])[CH2:7][CH2:8][CH2:9][N:10]1[CH2:15][CH2:14][NH:13][C@@H:12]([CH3:16])[C:11]1=[O:17])([CH3:4])([CH3:3])[CH3:2].Cl.I[C:21]1[CH:26]=[CH:25][C:24]([C:27]([F:30])([F:29])[F:28])=[C:23]([C:31]([F:34])([F:33])[F:32])[CH:22]=1.P([O-])([O-])([O-])=O.[K+].[K+].[K+], predict the reaction product. The product is: [C:1]([O:5][C:6](=[O:18])[CH2:7][CH2:8][CH2:9][N:10]1[CH2:15][CH2:14][N:13]([C:26]2[CH:21]=[CH:22][C:23]([C:31]([F:32])([F:34])[F:33])=[C:24]([C:27]([F:28])([F:30])[F:29])[CH:25]=2)[C@@H:12]([CH3:16])[C:11]1=[O:17])([CH3:2])([CH3:4])[CH3:3]. (2) Given the reactants ClC(Cl)C.[CH3:5][O:6][C:7]1[CH:44]=[CH:43][C:10]([CH2:11][N:12]([CH2:34][C:35]2[CH:40]=[CH:39][C:38]([O:41][CH3:42])=[CH:37][CH:36]=2)[C:13]2[N:18]=[CH:17][C:16]([C:19]3[C:20]4[CH2:33][CH2:32][NH:31][C:21]=4[N:22]=[C:23]([N:25]4[CH2:30][CH2:29][O:28][CH2:27][CH2:26]4)[N:24]=3)=[CH:15][N:14]=2)=[CH:9][CH:8]=1.[I:45][C:46]1[CH:51]=[CH:50][C:49]([N:52]=[C:53]=[O:54])=[CH:48][CH:47]=1, predict the reaction product. The product is: [I:45][C:46]1[CH:51]=[CH:50][C:49]([NH:52][C:53]([N:31]2[C:21]3[N:22]=[C:23]([N:25]4[CH2:30][CH2:29][O:28][CH2:27][CH2:26]4)[N:24]=[C:19]([C:16]4[CH:15]=[N:14][C:13]([N:12]([CH2:11][C:10]5[CH:9]=[CH:8][C:7]([O:6][CH3:5])=[CH:44][CH:43]=5)[CH2:34][C:35]5[CH:36]=[CH:37][C:38]([O:41][CH3:42])=[CH:39][CH:40]=5)=[N:18][CH:17]=4)[C:20]=3[CH2:33][CH2:32]2)=[O:54])=[CH:48][CH:47]=1.